From a dataset of Full USPTO retrosynthesis dataset with 1.9M reactions from patents (1976-2016). Predict the reactants needed to synthesize the given product. (1) Given the product [Si:18]([O:8][CH:4]1[CH2:5][CH2:6][CH2:7][CH:2]([NH2:1])[CH2:3]1)([C:15]([CH3:17])([CH3:16])[CH3:14])([CH3:20])[CH3:19], predict the reactants needed to synthesize it. The reactants are: [NH2:1][CH:2]1[CH2:7][CH2:6][CH2:5][CH:4]([OH:8])[CH2:3]1.N1C=CN=C1.[CH3:14][C:15]([Si:18](Cl)([CH3:20])[CH3:19])([CH3:17])[CH3:16]. (2) Given the product [N:28]1[CH:29]=[CH:30][N:31]2[CH:36]=[C:35]([C:2]3[N:11]=[C:10]([N:12]4[CH2:21][CH:20]([C:22]5[CH:27]=[CH:26][CH:25]=[CH:24][CH:23]=5)[C:19]5[C:14](=[CH:15][CH:16]=[CH:17][CH:18]=5)[CH2:13]4)[C:9]4[C:4](=[CH:5][CH:6]=[CH:7][CH:8]=4)[N:3]=3)[CH:34]=[CH:33][C:32]=12, predict the reactants needed to synthesize it. The reactants are: Cl[C:2]1[N:11]=[C:10]([N:12]2[CH2:21][CH:20]([C:22]3[CH:27]=[CH:26][CH:25]=[CH:24][CH:23]=3)[C:19]3[C:14](=[CH:15][CH:16]=[CH:17][CH:18]=3)[CH2:13]2)[C:9]2[C:4](=[CH:5][CH:6]=[CH:7][CH:8]=2)[N:3]=1.[N:28]1[CH:29]=[CH:30][N:31]2[CH:36]=[C:35](B(O)O)[CH:34]=[CH:33][C:32]=12.N1C=CN2C=C(C3N=C(NCC(C4C=CC=CC=4)C4NC=CC=4)C4C(=CC=CC=4)N=3)C=CC=12. (3) Given the product [F:29][C:30]1[CH:31]=[C:32]([C:37]2[N:39]=[C:26]([CH:11]3[CH2:12][CH:13]([C:15]4[CH:20]=[CH:19][C:18]([O:21][C:22]([F:25])([F:24])[F:23])=[CH:17][CH:16]=4)[CH2:14][N:9]([C:7]([N:1]4[CH2:2][CH2:3][O:4][CH2:5][CH2:6]4)=[O:8])[CH2:10]3)[O:27][N:38]=2)[CH:33]=[C:34]([F:36])[CH:35]=1, predict the reactants needed to synthesize it. The reactants are: [N:1]1([C:7]([N:9]2[CH2:14][CH:13]([C:15]3[CH:20]=[CH:19][C:18]([O:21][C:22]([F:25])([F:24])[F:23])=[CH:17][CH:16]=3)[CH2:12][CH:11]([C:26](O)=[O:27])[CH2:10]2)=[O:8])[CH2:6][CH2:5][O:4][CH2:3][CH2:2]1.[F:29][C:30]1[CH:31]=[C:32]([C:37](=[N:39]O)[NH2:38])[CH:33]=[C:34]([F:36])[CH:35]=1.